Predict the product of the given reaction. From a dataset of Forward reaction prediction with 1.9M reactions from USPTO patents (1976-2016). Given the reactants [OH:1][C:2]([CH3:35])([CH3:34])[CH2:3][C@@:4]1([C:28]2[CH:33]=[CH:32][CH:31]=[CH:30][CH:29]=2)[O:9][C:8](=[O:10])[N:7]([C@H:11]([C:13]2[CH:18]=[CH:17][C:16](B3OC(C)(C)C(C)(C)O3)=[CH:15][CH:14]=2)[CH3:12])[CH2:6][CH2:5]1.Br[C:37]1[CH:42]=[CH:41][N:40]=[C:39]([N:43]2[CH2:48][CH2:47][O:46][CH2:45][CH2:44]2)[N:38]=1, predict the reaction product. The product is: [OH:1][C:2]([CH3:35])([CH3:34])[CH2:3][C@@:4]1([C:28]2[CH:33]=[CH:32][CH:31]=[CH:30][CH:29]=2)[O:9][C:8](=[O:10])[N:7]([C@H:11]([C:13]2[CH:14]=[CH:15][C:16]([C:41]3[CH:42]=[CH:37][N:38]=[C:39]([N:43]4[CH2:48][CH2:47][O:46][CH2:45][CH2:44]4)[N:40]=3)=[CH:17][CH:18]=2)[CH3:12])[CH2:6][CH2:5]1.